Dataset: Full USPTO retrosynthesis dataset with 1.9M reactions from patents (1976-2016). Task: Predict the reactants needed to synthesize the given product. Given the product [Cl:1][C:2]1[S:6][C:5]2[C:7]3([O:20][CH2:21][C:22]([F:23])([F:24])[C:4]=2[CH:3]=1)[CH2:12][CH2:11][N:10]([CH2:13][C:14]1[C:15]([CH3:19])=[N:16][N:17]([C:32]2[C:37]([O:38][CH3:39])=[CH:36][CH:35]=[CH:34][N:33]=2)[CH:18]=1)[CH2:9][CH2:8]3, predict the reactants needed to synthesize it. The reactants are: [Cl:1][C:2]1[S:6][C:5]2[C:7]3([O:20][CH2:21][C:22]([F:24])([F:23])[C:4]=2[CH:3]=1)[CH2:12][CH2:11][N:10]([CH2:13][C:14]1[C:15]([CH3:19])=[N:16][NH:17][CH:18]=1)[CH2:9][CH2:8]3.C(=O)([O-])[O-].[K+].[K+].I[C:32]1[C:37]([O:38][CH3:39])=[CH:36][CH:35]=[CH:34][N:33]=1.CN[C@@H]1CCCC[C@H]1NC.